From a dataset of CYP3A4 inhibition data for predicting drug metabolism from PubChem BioAssay. Regression/Classification. Given a drug SMILES string, predict its absorption, distribution, metabolism, or excretion properties. Task type varies by dataset: regression for continuous measurements (e.g., permeability, clearance, half-life) or binary classification for categorical outcomes (e.g., BBB penetration, CYP inhibition). Dataset: cyp3a4_veith. (1) The molecule is CCOC(=O)c1c(C)[nH]c(C(=O)CSc2nnc(-c3cccs3)n2Cc2ccccc2)c1C. The result is 1 (inhibitor). (2) The molecule is CCOCCCNC(=O)CCS(=O)(=O)Cc1ccc(C)cc1. The result is 0 (non-inhibitor). (3) The drug is CCNc1ncc2nc(-c3cn(C)c4ccccc34)c(=O)n(Cc3ccc(F)cc3)c2n1. The result is 1 (inhibitor). (4) The drug is C[C@@H](C(=O)OC1C[C@@H]2CC[C@H](C1)N2C)c1ccc(Br)cc1. The result is 0 (non-inhibitor). (5) The compound is Cn1c(O)c(C(c2ccccn2)c2c(O)n(C)c(=S)[nH]c2=O)c(=O)[nH]c1=S. The result is 0 (non-inhibitor). (6) The molecule is Cc1cccc(CSCCNC(=O)CSCc2ccc([N+](=O)[O-])cc2)c1. The result is 1 (inhibitor). (7) The molecule is Cc1cc(C)cc(-n2nnnc2SCC(=O)Nc2nc(-c3ccc(Cl)cc3)cs2)c1. The result is 1 (inhibitor).